This data is from Acute oral toxicity (LD50) regression data from Zhu et al.. The task is: Regression/Classification. Given a drug SMILES string, predict its toxicity properties. Task type varies by dataset: regression for continuous values (e.g., LD50, hERG inhibition percentage) or binary classification for toxic/non-toxic outcomes (e.g., AMES mutagenicity, cardiotoxicity, hepatotoxicity). Dataset: ld50_zhu. (1) The compound is CN1CCN(CCC(=O)NN=Cc2ccc([N+](=O)[O-])o2)CC1. The rat oral LD50 is 3.01, given as -log10 of the dose in mol/kg body weight (higher means more acutely toxic). (2) The molecule is CCOP(=S)(OCC)N(SN(C)C(=O)ON=C(C)SC)C(C)C. The rat oral LD50 is 3.09, given as -log10 of the dose in mol/kg body weight (higher means more acutely toxic). (3) The drug is C=C(C)C(C)=O. The rat oral LD50 is 2.67, given as -log10 of the dose in mol/kg body weight (higher means more acutely toxic). (4) The drug is Cc1c(Cc2cc(C(C)(C)C)c(O)c(C(C)(C)C)c2)c(C)c(Cc2cc(C(C)(C)C)c(O)c(C(C)(C)C)c2)c(C)c1Cc1cc(C(C)(C)C)c(O)c(C(C)(C)C)c1. The rat oral LD50 is 2.71, given as -log10 of the dose in mol/kg body weight (higher means more acutely toxic). (5) The compound is CCCCCCCCCCCCCN1CC(C)OC(C)C1. The rat oral LD50 is 2.66, given as -log10 of the dose in mol/kg body weight (higher means more acutely toxic).